This data is from Peptide-MHC class II binding affinity with 134,281 pairs from IEDB. The task is: Regression. Given a peptide amino acid sequence and an MHC pseudo amino acid sequence, predict their binding affinity value. This is MHC class II binding data. The peptide sequence is YDKFLANVSTVLAGK. The MHC is DRB1_0405 with pseudo-sequence DRB1_0405. The binding affinity (normalized) is 0.712.